Dataset: Forward reaction prediction with 1.9M reactions from USPTO patents (1976-2016). Task: Predict the product of the given reaction. (1) Given the reactants [OH-].[Na+].O1CCCC1.C(O)C.[C:11]([C:13]1[C:18]2=[N:19][C:20]3[CH:25]=[CH:24][CH:23]=[CH:22][C:21]=3[N:17]2[C:16]([N:26]2[CH2:30][CH2:29][C@@H:28]([CH2:31][NH:32][CH2:33][C:34]([O:36]CC)=[O:35])[CH2:27]2)=[C:15]([C:39]2[CH:44]=[CH:43][CH:42]=[CH:41][CH:40]=2)[C:14]=1[CH3:45])#[N:12].Cl, predict the reaction product. The product is: [C:11]([C:13]1[C:18]2=[N:19][C:20]3[CH:25]=[CH:24][CH:23]=[CH:22][C:21]=3[N:17]2[C:16]([N:26]2[CH2:30][CH2:29][C@@H:28]([CH2:31][NH:32][CH2:33][C:34]([OH:36])=[O:35])[CH2:27]2)=[C:15]([C:39]2[CH:40]=[CH:41][CH:42]=[CH:43][CH:44]=2)[C:14]=1[CH3:45])#[N:12]. (2) Given the reactants OC1C=CC(OC)=CC=1C=O.OC1C=C(OC)C=CC=1C=O.[Cl:23][C:24]1[CH:29]=[CH:28][CH:27]=[CH:26][C:25]=1[C:30]1[NH:31][C:32](=[O:45])[C:33]2[O:38][C:37]3[CH:39]=[C:40]([O:43]C)[CH:41]=[CH:42][C:36]=3[C:34]=2[N:35]=1.O, predict the reaction product. The product is: [Cl:23][C:24]1[CH:29]=[CH:28][CH:27]=[CH:26][C:25]=1[C:30]1[NH:31][C:32](=[O:45])[C:33]2[O:38][C:37]3[CH:39]=[C:40]([OH:43])[CH:41]=[CH:42][C:36]=3[C:34]=2[N:35]=1. (3) Given the reactants [F:1][C:2]([F:13])([F:12])[C@H:3]1[NH:8][CH2:7][C@@H:6]([C:9]([OH:11])=[O:10])[CH2:5][CH2:4]1.[Li+].C[Si]([N-][Si](C)(C)C)(C)C.[Cl:24][C:25]1[CH:30]=[C:29](Cl)[N:28]=[C:27]([S:32][CH3:33])[N:26]=1, predict the reaction product. The product is: [Cl:24][C:25]1[N:26]=[C:27]([S:32][CH3:33])[N:28]=[C:29]([N:8]2[C@H:3]([C:2]([F:12])([F:1])[F:13])[CH2:4][CH2:5][C@H:6]([C:9]([OH:11])=[O:10])[CH2:7]2)[CH:30]=1. (4) Given the reactants [C:1]([O:5][C:6]([NH:8][C@H:9]([CH2:30][O:31][C:32]1[CH:37]=[CH:36][C:35]([C:38]#[N:39])=[CH:34][CH:33]=1)[CH2:10][N:11]1[CH2:18][CH:17]2[O:19][CH:13]([CH2:14][N:15](C(OCC3C=CC=CC=3)=O)[CH2:16]2)[CH2:12]1)=[O:7])([CH3:4])([CH3:3])[CH3:2].[H][H], predict the reaction product. The product is: [C:38]([C:35]1[CH:34]=[CH:33][C:32]([O:31][CH2:30][C@@H:9]([NH:8][C:6](=[O:7])[O:5][C:1]([CH3:3])([CH3:4])[CH3:2])[CH2:10][N:11]2[CH2:18][CH:17]3[O:19][CH:13]([CH2:14][NH:15][CH2:16]3)[CH2:12]2)=[CH:37][CH:36]=1)#[N:39].